From a dataset of Reaction yield outcomes from USPTO patents with 853,638 reactions. Predict the reaction yield, written as a fraction of the theoretical maximum amount of product (1.0 means a 100% yield; for example, 0.34 means a 34% yield). (1) The reactants are C1C2C(COC([NH:18][CH2:19][CH2:20][CH2:21][N:22]([CH3:49])[C:23]([CH2:25][CH2:26][N:27]3[CH2:32][CH2:31][CH:30]([O:33][C:34](=[O:48])[NH:35][C:36]4[CH:41]=[CH:40][CH:39]=[CH:38][C:37]=4[C:42]4[CH:47]=[CH:46][CH:45]=[CH:44][CH:43]=4)[CH2:29][CH2:28]3)=[O:24])=O)C3C(=CC=CC=3)C=2C=CC=1.N1CCCCC1. The catalyst is C(Cl)Cl. The product is [NH2:18][CH2:19][CH2:20][CH2:21][N:22]([CH3:49])[C:23]([CH2:25][CH2:26][N:27]1[CH2:28][CH2:29][CH:30]([O:33][C:34](=[O:48])[NH:35][C:36]2[CH:41]=[CH:40][CH:39]=[CH:38][C:37]=2[C:42]2[CH:43]=[CH:44][CH:45]=[CH:46][CH:47]=2)[CH2:31][CH2:32]1)=[O:24]. The yield is 0.660. (2) The reactants are [CH2:1]([N:5]1[C:18](=[O:19])[C:17]2[C:12](=[CH:13][CH:14]=[CH:15][CH:16]=2)[C:11]2[CH:10]=[C:9]([CH2:20][OH:21])[CH:8]=[CH:7][C:6]1=2)[CH2:2][CH2:3][CH3:4]. The catalyst is [O-2].[O-2].[Mn+4].ClCCl. The product is [CH2:1]([N:5]1[C:18](=[O:19])[C:17]2[C:12](=[CH:13][CH:14]=[CH:15][CH:16]=2)[C:11]2[CH:10]=[C:9]([CH:20]=[O:21])[CH:8]=[CH:7][C:6]1=2)[CH2:2][CH2:3][CH3:4]. The yield is 0.970.